Dataset: Catalyst prediction with 721,799 reactions and 888 catalyst types from USPTO. Task: Predict which catalyst facilitates the given reaction. (1) Reactant: [Cl:1][C:2]1[CH:3]=[C:4]([NH:10][C:11](=[O:20])[C:12](=[O:19])[CH:13]2[CH2:18][CH2:17][CH2:16][CH2:15][CH2:14]2)[CH:5]=[CH:6][C:7]=1[C:8]#[N:9].[CH3:21][O:22][C:23](=[O:32])[C:24]1[CH:29]=[CH:28][C:27]([C:30]#[CH:31])=[CH:26][CH:25]=1.C([N-]C(C)C)(C)C.[Li+]. Product: [Cl:1][C:2]1[CH:3]=[C:4]([NH:10][C:11](=[O:20])[C:12]([C:31]#[C:30][C:27]2[CH:28]=[CH:29][C:24]([C:23]([O:22][CH3:21])=[O:32])=[CH:25][CH:26]=2)([OH:19])[CH:13]2[CH2:14][CH2:15][CH2:16][CH2:17][CH2:18]2)[CH:5]=[CH:6][C:7]=1[C:8]#[N:9]. The catalyst class is: 7. (2) Product: [Br:4][C:5]1[CH:6]=[C:7]([CH:13]=[CH:14][CH:15]=1)[O:8][CH2:9][C@@H:10]([OH:11])[CH2:12][NH:2][CH3:1]. The catalyst class is: 5. Reactant: [CH3:1][NH2:2].N.[Br:4][C:5]1[CH:6]=[C:7]([CH:13]=[CH:14][CH:15]=1)[O:8][CH2:9][C@@H:10]1[CH2:12][O:11]1.